This data is from Catalyst prediction with 721,799 reactions and 888 catalyst types from USPTO. The task is: Predict which catalyst facilitates the given reaction. (1) The catalyst class is: 39. Reactant: [Br:1][C:2]1[CH:11]=[C:10]([OH:12])[C:5]2[N:6]([CH3:9])[CH:7]=[N:8][C:4]=2[CH:3]=1.CS(O[C@H:18]([C@@H:20]1[CH2:24][C:23](=[O:25])[N:22]([C@@H:26]([C:28]2[CH:33]=[CH:32][CH:31]=[CH:30][CH:29]=2)[CH3:27])[CH2:21]1)[CH3:19])(=O)=O.C([O-])([O-])=O.[Cs+].[Cs+]. Product: [Br:1][C:2]1[CH:11]=[C:10]([O:12][C@@H:18]([C@H:20]2[CH2:21][N:22]([C@@H:26]([C:28]3[CH:29]=[CH:30][CH:31]=[CH:32][CH:33]=3)[CH3:27])[C:23](=[O:25])[CH2:24]2)[CH3:19])[C:5]2[N:6]([CH3:9])[CH:7]=[N:8][C:4]=2[CH:3]=1. (2) Reactant: [NH:1]([CH2:8][C:9]1[CH:10]=[C:11]([CH:24]=[CH:25][CH:26]=1)[O:12][CH2:13][C:14]1[CH:23]=[CH:22][C:17]([C:18]([O:20][CH3:21])=[O:19])=[CH:16][CH:15]=1)[C:2]1[CH:7]=[CH:6][CH:5]=[CH:4][CH:3]=1.Cl.[C:28](Cl)(=[O:38])[O:29][C@@H:30]1[CH:35]2[CH2:36][CH2:37][N:32]([CH2:33][CH2:34]2)[CH2:31]1. Product: [N:32]12[CH2:37][CH2:36][CH:35]([CH2:34][CH2:33]1)[C@@H:30]([O:29][C:28]([N:1]([CH2:8][C:9]1[CH:10]=[C:11]([CH:24]=[CH:25][CH:26]=1)[O:12][CH2:13][C:14]1[CH:15]=[CH:16][C:17]([C:18]([O:20][CH3:21])=[O:19])=[CH:22][CH:23]=1)[C:2]1[CH:3]=[CH:4][CH:5]=[CH:6][CH:7]=1)=[O:38])[CH2:31]2. The catalyst class is: 210. (3) The catalyst class is: 3. Product: [C:23]1([CH2:22][CH2:21][CH2:20][S:19][C:17]2[C:16]([C:29]([NH:31][CH2:32][C:33]3[S:34][CH:35]=[CH:36][CH:37]=3)=[O:30])=[CH:15][CH:14]=[C:13]([N:7]3[CH2:11][CH2:10][CH2:9][CH2:8]3)[N:18]=2)[CH:28]=[CH:27][CH:26]=[CH:25][CH:24]=1. Reactant: C([O-])([O-])=O.[K+].[K+].[NH:7]1[CH2:11][CH2:10][CH2:9][CH2:8]1.F[C:13]1[N:18]=[C:17]([S:19][CH2:20][CH2:21][CH2:22][C:23]2[CH:28]=[CH:27][CH:26]=[CH:25][CH:24]=2)[C:16]([C:29]([NH:31][CH2:32][C:33]2[S:34][CH:35]=[CH:36][CH:37]=2)=[O:30])=[CH:15][CH:14]=1.CCCCCC.CC(=O)OCC. (4) Reactant: [CH:1]([C:3]1[CH:12]=[CH:11][C:6]([C:7]([O:9]C)=[O:8])=[CH:5][CH:4]=1)=[CH2:2].[OH-].[Na+].C(OCC)C. Product: [CH:1]([C:3]1[CH:12]=[CH:11][C:6]([C:7]([OH:9])=[O:8])=[CH:5][CH:4]=1)=[CH2:2]. The catalyst class is: 20. (5) Reactant: [CH:1]1([N:4]2[C:12]3[CH2:11][CH2:10][CH2:9][CH2:8][C:7]=3[C:6]3[C:13](OS(C(F)(F)F)(=O)=O)=[C:14]([C:18]([O:20][CH2:21][CH3:22])=[O:19])[C:15]([CH3:17])=[N:16][C:5]2=3)[CH2:3][CH2:2]1.[Cl:31][C:32]1[CH:33]=[C:34](B2OC(C)(C)C(C)(C)O2)[C:35]([CH3:42])=[C:36]2[C:41]=1[O:40][CH2:39][CH2:38][CH2:37]2.C([O-])([O-])=O.[Na+].[Na+]. Product: [Cl:31][C:32]1[CH:33]=[C:34]([C:13]2[C:6]3[C:7]4[CH2:8][CH2:9][CH2:10][CH2:11][C:12]=4[N:4]([CH:1]4[CH2:3][CH2:2]4)[C:5]=3[N:16]=[C:15]([CH3:17])[C:14]=2[C:18]([O:20][CH2:21][CH3:22])=[O:19])[C:35]([CH3:42])=[C:36]2[C:41]=1[O:40][CH2:39][CH2:38][CH2:37]2. The catalyst class is: 70. (6) Reactant: [C:1]([C:4]1[O:8][C:7]([NH:9][C:10]([C@@H:12]([NH:16][C:17](=[O:23])[O:18][C:19]([CH3:22])([CH3:21])[CH3:20])[CH2:13][CH2:14][CH3:15])=[O:11])=[N:6][CH:5]=1)(=O)[CH3:2].[CH3:24][C:25]([CH3:30])([CH3:29])[CH2:26][CH2:27][NH2:28].S([O-])([O-])(=O)=O.[Na+].[Na+].C(O[BH-](OC(=O)C)OC(=O)C)(=O)C.[Na+]. Product: [CH3:24][C:25]([CH3:30])([CH3:29])[CH2:26][CH2:27][NH:28][CH:1]([C:4]1[O:8][C:7]([NH:9][C:10]([C@@H:12]([NH:16][C:17](=[O:23])[O:18][C:19]([CH3:22])([CH3:21])[CH3:20])[CH2:13][CH2:14][CH3:15])=[O:11])=[N:6][CH:5]=1)[CH3:2]. The catalyst class is: 322.